This data is from Forward reaction prediction with 1.9M reactions from USPTO patents (1976-2016). The task is: Predict the product of the given reaction. (1) The product is: [Br:1][C:2]1[CH:3]=[CH:4][CH:5]=[C:6]2[C:10]=1[N:9]([CH2:11][CH:12]([O:13][Si:24]([C:20]([CH3:23])([CH3:22])[CH3:21])([CH3:26])[CH3:25])[C:14]1[CH:19]=[CH:18][CH:17]=[CH:16][CH:15]=1)[CH:8]=[CH:7]2. Given the reactants [Br:1][C:2]1[CH:3]=[CH:4][CH:5]=[C:6]2[C:10]=1[N:9]([CH2:11][CH:12]([C:14]1[CH:19]=[CH:18][CH:17]=[CH:16][CH:15]=1)[OH:13])[CH:8]=[CH:7]2.[C:20]([Si:24](Cl)([CH3:26])[CH3:25])([CH3:23])([CH3:22])[CH3:21].N1C=CN=C1.C(O)(=O)CC(CC(O)=O)(C(O)=O)O, predict the reaction product. (2) Given the reactants [Cl:1][C:2]1[CH:3]=[CH:4][C:5]([CH2:15][CH3:16])=[C:6]([C:8]2[NH:9][CH:10]=[CH:11][C:12]=2[C:13]#[N:14])[CH:7]=1.CN(C=O)C.[C:22]1([S:28](Cl)(=[O:30])=[O:29])[CH:27]=[CH:26][CH:25]=[CH:24][CH:23]=1.O, predict the reaction product. The product is: [Cl:1][C:2]1[CH:3]=[CH:4][C:5]([CH2:15][CH3:16])=[C:6]([C:8]2[N:9]([S:28]([C:22]3[CH:27]=[CH:26][CH:25]=[CH:24][CH:23]=3)(=[O:30])=[O:29])[CH:10]=[CH:11][C:12]=2[C:13]#[N:14])[CH:7]=1. (3) Given the reactants [N+:1]([C:4]1[CH:9]=[CH:8][C:7]([CH:10]([CH3:14])[C:11]([OH:13])=[O:12])=[CH:6][CH:5]=1)([O-:3])=[O:2].CN(C1C=CC=CN=1)C.[C:24](O)([CH3:27])([CH3:26])[CH3:25].Cl.C(N=C=NCCCN(C)C)C, predict the reaction product. The product is: [N+:1]([C:4]1[CH:5]=[CH:6][C:7]([CH:10]([CH3:14])[C:11]([O:13][C:24]([CH3:27])([CH3:26])[CH3:25])=[O:12])=[CH:8][CH:9]=1)([O-:3])=[O:2]. (4) The product is: [OH:3][C:4]1[CH:5]=[CH:6][C:7]([CH2:10][C:11]([O:13][CH2:14][C:15]2[CH:20]=[CH:19][CH:18]=[CH:17][CH:16]=2)=[O:12])=[CH:8][CH:9]=1. Given the reactants [H-].[Na+].[OH:3][C:4]1[CH:9]=[CH:8][C:7]([CH2:10][C:11]([OH:13])=[O:12])=[CH:6][CH:5]=1.[CH2:14](Br)[C:15]1[CH:20]=[CH:19][CH:18]=[CH:17][CH:16]=1, predict the reaction product. (5) Given the reactants [F:1][C:2]1[CH:3]=[C:4]2[C:9](=[CH:10][C:11]=1[F:12])[N:8]=[C:7]([N:13]1[CH2:20][CH:19]3[CH:15]([CH2:16][NH:17][CH2:18]3)[CH2:14]1)[CH:6]=[N:5]2.[F:21][C:22]1[C:23]([N:31]2[N:35]=[CH:34][CH:33]=[N:32]2)=[C:24]([CH:28]=[CH:29][CH:30]=1)[C:25](O)=[O:26], predict the reaction product. The product is: [F:1][C:2]1[CH:3]=[C:4]2[C:9](=[CH:10][C:11]=1[F:12])[N:8]=[C:7]([N:13]1[CH2:14][CH:15]3[CH2:16][N:17]([C:25]([C:24]4[CH:28]=[CH:29][CH:30]=[C:22]([F:21])[C:23]=4[N:31]4[N:35]=[CH:34][CH:33]=[N:32]4)=[O:26])[CH2:18][CH:19]3[CH2:20]1)[CH:6]=[N:5]2. (6) Given the reactants Cl[C:2]1[N:7]=[C:6]([C:8]2[CH:9]=[C:10]([CH2:14][N:15]3[CH2:20][CH2:19][N:18](C(OC(C)(C)C)=O)[CH2:17][C@@H:16]3[CH3:28])[CH:11]=[N:12][CH:13]=2)[CH:5]=[CH:4][N:3]=1.[F:29][C:30]1[CH:31]=[C:32]([CH2:36][CH2:37][NH2:38])[CH:33]=[CH:34][CH:35]=1, predict the reaction product. The product is: [F:29][C:30]1[CH:31]=[C:32]([CH:33]=[CH:34][CH:35]=1)[CH2:36][CH2:37][NH:38][C:2]1[N:7]=[C:6]([C:8]2[CH:13]=[N:12][CH:11]=[C:10]([CH2:14][N:15]3[CH2:20][CH2:19][NH:18][CH2:17][C@@H:16]3[CH3:28])[CH:9]=2)[CH:5]=[CH:4][N:3]=1. (7) Given the reactants [CH3:1][O:2][C:3]1[CH:8]=[CH:7][C:6]([C:9]2[CH:14]=[CH:13][N:12]=[C:11]([NH2:15])[C:10]=2[N+:16]([O-])=O)=[C:5]([CH3:19])[CH:4]=1.[O-]S([O-])(=O)=O.[Na+].[Na+], predict the reaction product. The product is: [CH3:1][O:2][CH2:3][CH:4]([NH:15][C:11]1[C:10]([NH2:16])=[C:9]([C:6]2[CH:7]=[CH:8][C:3]([O:2][CH3:1])=[CH:4][C:5]=2[CH3:19])[CH:14]=[CH:13][N:12]=1)[CH3:5].